From a dataset of Reaction yield outcomes from USPTO patents with 853,638 reactions. Predict the reaction yield, written as a fraction of the theoretical maximum amount of product (1.0 means a 100% yield; for example, 0.34 means a 34% yield). (1) The reactants are [C:1]([C:8]1[CH:28]=[CH:27][C:11]([O:12][CH:13]([CH2:19][CH2:20][CH2:21][CH2:22][CH2:23][CH2:24][CH2:25][CH3:26])[C:14]([O:16]CC)=[O:15])=[CH:10][CH:9]=1)(=[O:7])[CH2:2][CH2:3][CH2:4][CH2:5][CH3:6].[OH-].[Li+]. No catalyst specified. The product is [C:1]([C:8]1[CH:9]=[CH:10][C:11]([O:12][CH:13]([CH2:19][CH2:20][CH2:21][CH2:22][CH2:23][CH2:24][CH2:25][CH3:26])[C:14]([OH:16])=[O:15])=[CH:27][CH:28]=1)(=[O:7])[CH2:2][CH2:3][CH2:4][CH2:5][CH3:6]. The yield is 0.800. (2) The reactants are [CH3:1][O:2][C:3](=[O:13])[C:4]1[CH:9]=[C:8]([CH2:10]O)[CH:7]=[C:6]([F:12])[CH:5]=1. The catalyst is [Pd].C(O)C. The product is [CH3:1][O:2][C:3](=[O:13])[C:4]1[CH:9]=[C:8]([CH3:10])[CH:7]=[C:6]([F:12])[CH:5]=1. The yield is 0.870. (3) The yield is 0.630. The catalyst is CN(C)C=O. The product is [F:1][C:2]1[CH:3]=[C:4]([CH2:8][N:9]2[C:14](=[O:15])[C:13]([C:21]([NH:20][C:23]3[CH:27]=[C:26]([CH3:28])[O:25][C:24]=3[C:29]([F:31])([F:32])[F:30])=[O:22])=[C:12]([OH:16])[C@@H:11]3[CH2:17][CH2:18][CH2:19][N:10]23)[CH:5]=[CH:6][CH:7]=1. The reactants are [F:1][C:2]1[CH:3]=[C:4]([CH2:8][N:9]2[C:14](=[O:15])[CH2:13][C:12](=[O:16])[C@@H:11]3[CH2:17][CH2:18][CH2:19][N:10]23)[CH:5]=[CH:6][CH:7]=1.[N:20]([C:23]1[CH:27]=[C:26]([CH3:28])[O:25][C:24]=1[C:29]([F:32])([F:31])[F:30])=[C:21]=[O:22].[H-].[Na+].Cl. (4) The reactants are BrC[C:3]1[C:4]([NH:10][C:11](=[O:17])[O:12][C:13](C)(C)C)=[N:5][CH:6]=[CH:7][C:8]=1[F:9].O. The catalyst is CS(C)=O. The product is [F:9][C:8]1[C:3]2[CH2:13][O:12][C:11](=[O:17])[NH:10][C:4]=2[N:5]=[CH:6][CH:7]=1. The yield is 0.300. (5) The reactants are [CH3:1][O:2][C:3](=[O:26])[C@H:4]([CH2:22][CH2:23][S:24][CH3:25])[NH:5][C:6](=[O:21])[C:7]1[CH:12]=[CH:11][C:10]([NH2:13])=[CH:9][C:8]=1[C:14]1[CH:19]=[CH:18][CH:17]=[CH:16][C:15]=1[CH3:20].[N:27]1[CH:32]=[CH:31][CH:30]=[C:29]([CH:33]=O)[CH:28]=1.C([BH3-])#N.[Na+].C(O)(=O)C. The catalyst is CO. The product is [CH3:1][O:2][C:3](=[O:26])[C@H:4]([CH2:22][CH2:23][S:24][CH3:25])[NH:5][C:6](=[O:21])[C:7]1[CH:12]=[CH:11][C:10]([NH:13][CH2:33][C:29]2[CH:28]=[N:27][CH:32]=[CH:31][CH:30]=2)=[CH:9][C:8]=1[C:14]1[CH:19]=[CH:18][CH:17]=[CH:16][C:15]=1[CH3:20]. The yield is 0.820. (6) The reactants are [CH2:1]([N:3]1[CH2:8][CH2:7][N:6]([C:9]2[CH:10]=[C:11]([NH:15][C:16]3[N:21]=[CH:20][C:19](/[CH:22]=[CH:23]/[C:24]4[CH:25]=[C:26]([CH:32]=[C:33]([O:35][CH3:36])[CH:34]=4)[C:27]([NH:29][O:30][CH3:31])=[O:28])=[CH:18][N:17]=3)[CH:12]=[CH:13][CH:14]=2)[CH2:5][CH2:4]1)[CH3:2]. The catalyst is CO.[Pd]. The product is [CH2:1]([N:3]1[CH2:4][CH2:5][N:6]([C:9]2[CH:10]=[C:11]([NH:15][C:16]3[N:21]=[CH:20][C:19]([CH2:22][CH2:23][C:24]4[CH:25]=[C:26]([CH:32]=[C:33]([O:35][CH3:36])[CH:34]=4)[C:27]([NH:29][O:30][CH3:31])=[O:28])=[CH:18][N:17]=3)[CH:12]=[CH:13][CH:14]=2)[CH2:7][CH2:8]1)[CH3:2]. The yield is 0.553. (7) The reactants are CC1(C)C2C=CC=C(P(C3C=CC=CC=3)C3C=CC=CC=3)C=2OC2C1=CC=CC=2P(C1C=CC=CC=1)C1C=CC=CC=1.[CH3:43][NH:44][CH:45]=[O:46].C(=O)([O-])[O-].[Cs+].[Cs+].Br[C:54]1[CH:59]=[CH:58][C:57]([C:60]2[O:82][C:63]3[N:64]=[CH:65][N:66]=[C:67]([N:68]4[CH2:73][CH2:72][CH:71]([NH:74][C:75](=[O:81])[O:76][C:77]([CH3:80])([CH3:79])[CH3:78])[CH2:70][CH2:69]4)[C:62]=3[C:61]=2[C:83]2[CH:88]=[CH:87][C:86]([F:89])=[CH:85][CH:84]=2)=[CH:56][CH:55]=1. The catalyst is O1CCOCC1.C1C=CC(/C=C/C(/C=C/C2C=CC=CC=2)=O)=CC=1.C1C=CC(/C=C/C(/C=C/C2C=CC=CC=2)=O)=CC=1.C1C=CC(/C=C/C(/C=C/C2C=CC=CC=2)=O)=CC=1.[Pd].[Pd]. The product is [F:89][C:86]1[CH:87]=[CH:88][C:83]([C:61]2[C:62]3[C:67]([N:68]4[CH2:69][CH2:70][CH:71]([NH:74][C:75](=[O:81])[O:76][C:77]([CH3:80])([CH3:79])[CH3:78])[CH2:72][CH2:73]4)=[N:66][CH:65]=[N:64][C:63]=3[O:82][C:60]=2[C:57]2[CH:56]=[CH:55][C:54]([N:44]([CH:45]=[O:46])[CH3:43])=[CH:59][CH:58]=2)=[CH:84][CH:85]=1. The yield is 0.390. (8) The yield is 0.240. The catalyst is CN(C1C=CN=CC=1)C.C(Cl)Cl. The reactants are [CH3:1][O:2][C:3]1[CH:4]=[C:5]2[C:9](=[CH:10][C:11]=1[NH:12][S:13]([CH3:16])(=[O:15])=[O:14])[C:8](=[O:17])[N:7]([CH2:18][C:19]([OH:21])=[O:20])[C:6]2=[O:22].[Cl:23][C:24]1[CH:25]=[N+:26]([O-:49])[CH:27]=[C:28]([Cl:48])[C:29]=1[CH2:30][C@@H:31]([C:33]1[CH:38]=[CH:37][C:36]([O:39][CH:40]([F:42])[F:41])=[C:35]([O:43][CH2:44][CH:45]2[CH2:47][CH2:46]2)[CH:34]=1)O.C(Cl)CCl. The product is [Cl:23][C:24]1[CH:25]=[N+:26]([O-:49])[CH:27]=[C:28]([Cl:48])[C:29]=1[CH2:30][C@@H:31]([C:33]1[CH:38]=[CH:37][C:36]([O:39][CH:40]([F:42])[F:41])=[C:35]([O:43][CH2:44][CH:45]2[CH2:47][CH2:46]2)[CH:34]=1)[O:20][C:19](=[O:21])[CH2:18][N:7]1[C:6](=[O:22])[C:5]2[C:9](=[CH:10][C:11]([NH:12][S:13]([CH3:16])(=[O:15])=[O:14])=[C:3]([O:2][CH3:1])[CH:4]=2)[C:8]1=[O:17].